The task is: Predict hERG channel inhibition at various concentrations.. This data is from hERG Central: cardiac toxicity at 1µM, 10µM, and general inhibition. The drug is Cc1ccccc1OCC(=O)N1CCC2(CC1)CC(=O)c1ccccc1O2. Results: hERG_inhib (hERG inhibition (general)): blocker.